The task is: Predict the reactants needed to synthesize the given product.. This data is from Retrosynthesis with 50K atom-mapped reactions and 10 reaction types from USPTO. (1) The reactants are: CC(C)(C)OC(=O)N[C@H]1CCC(C)(C)OC1=O. Given the product CC1(C)CC[C@H](N)C(=O)O1, predict the reactants needed to synthesize it. (2) Given the product CCC1CN(C(Cc2ccc3ccccc3c2)C(=O)O)CCN1C(=O)C(Cc1ccc(F)cc1)NC(=O)OC(C)(C)C, predict the reactants needed to synthesize it. The reactants are: CCC1CN(C(Cc2ccc3ccccc3c2)C(=O)OC)CCN1C(=O)C(Cc1ccc(F)cc1)NC(=O)OC(C)(C)C.